From a dataset of Catalyst prediction with 721,799 reactions and 888 catalyst types from USPTO. Predict which catalyst facilitates the given reaction. (1) Reactant: [CH:1]1[C:6]2[CH:7]([CH2:10][C:11]#[N:12])[CH2:8][CH2:9][C:5]=2[CH:4]=[CH:3][N:2]=1.[NH2:13]OC1C=CC([N+]([O-])=O)=CC=1[N+]([O-])=O.[C:27]([O:32][CH2:33][CH3:34])(=[O:31])[C:28]#[C:29][CH3:30].C(=O)([O-])[O-].[K+].[K+]. Product: [C:11]([CH2:10][CH:7]1[C:6]2[C:1]3[N:2]([N:13]=[C:29]([CH3:30])[C:28]=3[C:27]([O:32][CH2:33][CH3:34])=[O:31])[CH:3]=[CH:4][C:5]=2[CH2:9][CH2:8]1)#[N:12]. The catalyst class is: 47. (2) Reactant: [CH3:1][S:2]([C:5]1[CH:10]=[CH:9][CH:8]=[CH:7][C:6]=1[C:11]1[CH:31]=[CH:30][C:14]2[NH:15][C:16]([CH2:18][O:19][C:20]3[CH:25]=[CH:24][C:23]([C:26]([F:29])([F:28])[F:27])=[CH:22][CH:21]=3)=[N:17][C:13]=2[CH:12]=1)(=[O:4])=[O:3].C[Si]([N-][Si](C)(C)C)(C)C.[Li+].[CH3:42][C:43]([CH3:45])=[O:44].CO. Product: [CH3:42][C:43]([OH:44])([CH3:45])[CH2:1][S:2]([C:5]1[CH:10]=[CH:9][CH:8]=[CH:7][C:6]=1[C:11]1[CH:31]=[CH:30][C:14]2[NH:15][C:16]([CH2:18][O:19][C:20]3[CH:25]=[CH:24][C:23]([C:26]([F:27])([F:28])[F:29])=[CH:22][CH:21]=3)=[N:17][C:13]=2[CH:12]=1)(=[O:3])=[O:4]. The catalyst class is: 1. (3) Reactant: [CH3:1][C:2]1[N:7]=[C:6]2[S:8][C:9]3[CH2:14][CH2:13][CH2:12][CH2:11][C:10]=3[C:5]2=[C:4]([C:15]2[O:16][C:17]3[CH:23]=[CH:22][CH:21]=[CH:20][C:18]=3[CH:19]=2)[C:3]=1[CH2:24][C:25]([O:27][CH3:28])=[O:26].[Li+].C[Si]([N-][Si](C)(C)C)(C)C.[CH2:39]1[CH2:43]OC[CH2:40]1.ICCC. Product: [CH3:1][C:2]1[N:7]=[C:6]2[S:8][C:9]3[CH2:14][CH2:13][CH2:12][CH2:11][C:10]=3[C:5]2=[C:4]([C:15]2[O:16][C:17]3[CH:23]=[CH:22][CH:21]=[CH:20][C:18]=3[CH:19]=2)[C:3]=1[CH:24]([CH2:40][CH2:39][CH3:43])[C:25]([O:27][CH3:28])=[O:26]. The catalyst class is: 3. (4) Reactant: [OH:1][C:2]1[CH:11]=[C:10]2[C:5]([C:6](=[O:12])[CH:7]=[CH:8][O:9]2)=[CH:4][CH:3]=1.Cl[CH2:14][C:15]1[CH:16]=[N:17][N:18]([C:20]2[CH:25]=[CH:24][CH:23]=[CH:22][CH:21]=2)[CH:19]=1.C(=O)([O-])[O-].[K+].[K+].[I-].[K+]. Product: [C:20]1([N:18]2[CH:19]=[C:15]([CH2:14][O:1][C:2]3[CH:11]=[C:10]4[C:5]([C:6](=[O:12])[CH:7]=[CH:8][O:9]4)=[CH:4][CH:3]=3)[CH:16]=[N:17]2)[CH:25]=[CH:24][CH:23]=[CH:22][CH:21]=1. The catalyst class is: 3. (5) Reactant: [Si]([O:8][CH2:9][C:10]([NH:29]S(C(C)(C)C)=O)([C:12]1[S:13][C:14]2[CH:20]=[C:19]([CH2:21][CH2:22][CH2:23][CH2:24][CH2:25][CH2:26][CH2:27][CH3:28])[CH:18]=[CH:17][C:15]=2[N:16]=1)[CH3:11])(C(C)(C)C)(C)C.Cl. Product: [NH2:29][C:10]([C:12]1[S:13][C:14]2[CH:20]=[C:19]([CH2:21][CH2:22][CH2:23][CH2:24][CH2:25][CH2:26][CH2:27][CH3:28])[CH:18]=[CH:17][C:15]=2[N:16]=1)([CH3:11])[CH2:9][OH:8]. The catalyst class is: 5. (6) Reactant: [NH2:1][C:2]1[CH:11]=[CH:10][C:9]([C:12]2[CH2:21][CH2:20][C:15]3([O:19][CH2:18][CH2:17][O:16]3)[CH2:14][CH:13]=2)=[CH:8][C:3]=1[C:4]([NH:6][CH3:7])=[O:5].CCO.N#N. Product: [NH2:1][C:2]1[CH:11]=[CH:10][C:9]([CH:12]2[CH2:21][CH2:20][C:15]3([O:16][CH2:17][CH2:18][O:19]3)[CH2:14][CH2:13]2)=[CH:8][C:3]=1[C:4]([NH:6][CH3:7])=[O:5]. The catalyst class is: 45. (7) Reactant: [H-].[Na+].[N:3]1([CH2:8][CH2:9][CH2:10][CH2:11][C:12]2[CH:17]=[CH:16][C:15]([OH:18])=[CH:14][CH:13]=2)[CH:7]=[CH:6][N:5]=[N:4]1.Cl[CH2:20][C:21]1[CH:22]=[CH:23][C:24]([C:27]2[CH:32]=[CH:31][C:30]([C:33]([F:36])([F:35])[F:34])=[CH:29][CH:28]=2)=[N:25][CH:26]=1.O. Product: [N:3]1([CH2:8][CH2:9][CH2:10][CH2:11][C:12]2[CH:13]=[CH:14][C:15]([O:18][CH2:20][C:21]3[CH:22]=[CH:23][C:24]([C:27]4[CH:28]=[CH:29][C:30]([C:33]([F:36])([F:34])[F:35])=[CH:31][CH:32]=4)=[N:25][CH:26]=3)=[CH:16][CH:17]=2)[CH:7]=[CH:6][N:5]=[N:4]1. The catalyst class is: 9.